The task is: Predict the reactants needed to synthesize the given product.. This data is from Full USPTO retrosynthesis dataset with 1.9M reactions from patents (1976-2016). The reactants are: [CH3:1][C@:2]12[C:8]([CH3:10])([CH3:9])[C@H:5]([CH2:6][CH2:7]1)[CH:4]([C:11](Cl)=[O:12])[C:3]2=O.C(=[N:17][NH:18][C:19]1[CH:24]=[CH:23][CH:22]=[CH:21][CH:20]=1)C.N1C=CC=CC=1.Cl. Given the product [C:19]1([N:18]2[C:11](=[O:12])[C:4]3[C@@H:5]4[C:8]([CH3:10])([CH3:9])[C@@:2]([CH3:1])([CH2:7][CH2:6]4)[C:3]=3[NH:17]2)[CH:24]=[CH:23][CH:22]=[CH:21][CH:20]=1, predict the reactants needed to synthesize it.